Dataset: Tox21: 12 toxicity assays (nuclear receptors and stress response pathways). Task: Binary classification across 12 toxicity assays. (1) The drug is CCCCCCCCCCn1cc[n+](CCCCCCCCCC)c1C. It tested positive (active) for: NR-Aromatase (Aromatase enzyme inhibition), SR-ARE (Antioxidant Response Element (oxidative stress)), SR-HSE (Heat Shock Element response), and SR-MMP (Mitochondrial Membrane Potential disruption). (2) The drug is O=C(Nc1ccc(F)cc1F)c1cccnc1Oc1cccc(C(F)(F)F)c1. It tested positive (active) for: NR-AhR (Aryl hydrocarbon Receptor agonist activity), and SR-MMP (Mitochondrial Membrane Potential disruption).